Dataset: Experimentally validated miRNA-target interactions with 360,000+ pairs, plus equal number of negative samples. Task: Binary Classification. Given a miRNA mature sequence and a target amino acid sequence, predict their likelihood of interaction. (1) The miRNA is hsa-miR-3675-3p with sequence CAUCUCUAAGGAACUCCCCCAA. The protein sequence of the target gene is MEALRNPMPLGSSEEALGDLACSSLTGASRDLGTGAVASGTQEETSGPRGDPQQTPSLEKERHTPSRTGPGAAGRTLPRRSRSWERAPRSSRGAQAAACHTSHHSAGSRPGGHLGGQAVGTPNCVPVEGPGCTKEEDVLASSACVSTDGGSLHCHNPSGPSDVPARQPHPEQEGWPPGTGDFPSQVPKQVLDVSQELLQSGVVTLPGTRDRHGRAVVQVRTRSLLWTREHSSCAELTRLLLYFHSIPRKEVRDLGLVVLVDARRSPAAPAVSQALSGLQNNTSPIIHSILLLVDKESAFR.... Result: 0 (no interaction). (2) The miRNA is mmu-miR-497b with sequence CACCACAGUGUGGUUUGGACGUGG. The protein sequence of the target gene is MARGYGATVSLVLLGLGLALAVIVLAVVLSRHQAPCGPQAFAHAAVAADSKVCSDIGRAILQQQGSPVDATIAALVCTSVVNPQSMGLGGGVIFTIYNVTTGKVEVINARETVPASHAPSLLDQCAQALPLGTGAQWIGVPGELRGYAEAHRRHGRLPWAQLFQPTIALLRGGHVVAPVLSRFLHNSILRPSLQASTLRQLFFNGTEPLRPQDPLPWPALATTLETVATEGVEVFYTGRLGQMLVEDIAKEGSQLTLQDLAKFQPEVVDALEVPLGDYTLYSPPPPAGGAILSFILNVLR.... Result: 0 (no interaction). (3) The miRNA is hsa-miR-502-3p with sequence AAUGCACCUGGGCAAGGAUUCA. The protein sequence of the target gene is MALSKSMHARNRYKDKPPDFAYLASKYPDFKQHIQINLNGRVSLNFKDPEAVRALTCTLLREDFGLSIDIPLERLIPTVPLRLNYIHWVEDLIGHQDSDKTTLRRGIDIGTGASCIYPLLGATLNGWYFLATEVDDMCFNYAKKNVEQNNLSDLIKVVKVPQKTLLMDALKEESEIVYDFCMCNPPFFANQLEAKGVNSRNSRRPPPSSVNTGGITEIMAEGGELEFVKRIIHDSLQLKKRLRWYSCMLGKKCSLAPLKEELRIQGVPKVTFTEFCQGRTMRWALAWSFYDDVTVPSPPS.... Result: 0 (no interaction). (4) The miRNA is hsa-miR-34c-5p with sequence AGGCAGUGUAGUUAGCUGAUUGC. The protein sequence of the target gene is MSSAPRRPAKGADSFCTPEPESLGPGTPGFPEQEEDELHRTLGVERFEEILQEAGSRGGEEPGRSYGEEDFEYHRQSSHHIHHPLSTHLPPDARRRKTPQGPGRKPRRRPGASPTGETPTIEEGEEDEDEASEAEGARALTQPSPVSTPSSVQFFLQEDDSADRKAERTSPSSPAPLPHQEATPRASKGAQAGTQVEEAEAEAVAVASGTAGGDDGGASGRPLPKAQPGHRSYNLQERRRIGSMTGAEQALLPRVPTDEIEAQTLATADLDLMKSHRFEDVPGVRRHLVRKNAKGSTQSG.... Result: 1 (interaction). (5) The miRNA is mmu-miR-7018-5p with sequence GUGAGCAGACAGGGAGUGGUGGGG. The protein sequence of the target gene is MVAKQRIRMANEKHSKNITQRGNVAKTSRNAPEEKASVGPWLLALFIFVVCGSAIFQIIQSIRMGM. Result: 0 (no interaction). (6) The miRNA is hsa-miR-935 with sequence CCAGUUACCGCUUCCGCUACCGC. The protein sequence of the target gene is MYGASGGRAKPERKSGAKEEAGPGGAGGGGSRVELLVFGYACKLFRDDERALAQEQGQHLIPWMGDHKILIDRYDGRGHLHDLSEYDAEYSTWNRDYQLSEEEARIEALCDEERYLALHTDLLEEEARQEEEYKRLSEALAEDGSYNAVGFTYGSDYYDPSEPTEEEEPSKQREKNEAENLEENEEPFVAPLGLSVPSDVELPPTAKMHAIIERTASFVCRQGAQFEIMLKAKQARNSQFDFLRFDHYLNPYYKFIQKAMKEGRYTVLAENKSDEKKKSGVSSDNEDDDDEEDGNYLHPS.... Result: 0 (no interaction). (7) The miRNA is mmu-miR-362-5p with sequence AAUCCUUGGAACCUAGGUGUGAAU. The protein sequence of the target gene is MGREQDLILAVKNGDVTCVQKLVAKVKAAKTKLLGSTKRLNINYQDADGFSALHHAALGGSLELIALLLEAQATVDIKDSNGMRPLHYAAWQGRLEPVRLLLRASAAVNAASLDGQIPLHLAAQYGHYEVSEMLLQHQSNPCLVNKLKKTPLDLACEFGRLKVAQLLLNSHLCVALLEGEAKDPCDPNYTTPLHLAAKNGHREVIRQLLKAGIEINRQTKTGTALHEAALYGKTEVVRLLLEGGVDVNIRNTYNQTALDIVNQFTTSQASREIKQLLREASGILKVRALKDFWNLHDPTA.... Result: 1 (interaction).